From a dataset of NCI-60 drug combinations with 297,098 pairs across 59 cell lines. Regression. Given two drug SMILES strings and cell line genomic features, predict the synergy score measuring deviation from expected non-interaction effect. (1) Drug 1: CC=C1C(=O)NC(C(=O)OC2CC(=O)NC(C(=O)NC(CSSCCC=C2)C(=O)N1)C(C)C)C(C)C. Drug 2: C1=CN(C=N1)CC(O)(P(=O)(O)O)P(=O)(O)O. Cell line: SK-MEL-28. Synergy scores: CSS=12.5, Synergy_ZIP=-1.76, Synergy_Bliss=-0.271, Synergy_Loewe=-21.5, Synergy_HSA=-0.795. (2) Drug 1: CC=C1C(=O)NC(C(=O)OC2CC(=O)NC(C(=O)NC(CSSCCC=C2)C(=O)N1)C(C)C)C(C)C. Drug 2: N.N.Cl[Pt+2]Cl. Cell line: M14. Synergy scores: CSS=48.9, Synergy_ZIP=5.70, Synergy_Bliss=5.57, Synergy_Loewe=1.79, Synergy_HSA=3.53. (3) Drug 1: CC=C1C(=O)NC(C(=O)OC2CC(=O)NC(C(=O)NC(CSSCCC=C2)C(=O)N1)C(C)C)C(C)C. Drug 2: C1=CC=C(C=C1)NC(=O)CCCCCCC(=O)NO. Cell line: RXF 393. Synergy scores: CSS=50.0, Synergy_ZIP=1.85, Synergy_Bliss=5.56, Synergy_Loewe=-32.1, Synergy_HSA=7.32. (4) Drug 1: CNC(=O)C1=CC=CC=C1SC2=CC3=C(C=C2)C(=NN3)C=CC4=CC=CC=N4. Drug 2: C1CNP(=O)(OC1)N(CCCl)CCCl. Cell line: RPMI-8226. Synergy scores: CSS=-14.1, Synergy_ZIP=2.21, Synergy_Bliss=-9.69, Synergy_Loewe=-14.8, Synergy_HSA=-14.8.